From a dataset of Full USPTO retrosynthesis dataset with 1.9M reactions from patents (1976-2016). Predict the reactants needed to synthesize the given product. (1) Given the product [Cl:6][C:7]1[CH:12]=[CH:11][C:10]([NH:13][C:14](=[O:19])[C:15]([CH3:16])([CH3:17])[CH3:18])=[C:9]([CH:25]=[O:26])[C:8]=1[O:20][CH3:21], predict the reactants needed to synthesize it. The reactants are: C([Li])CCC.[Cl:6][C:7]1[CH:12]=[CH:11][C:10]([NH:13][C:14](=[O:19])[C:15]([CH3:18])([CH3:17])[CH3:16])=[CH:9][C:8]=1[O:20][CH3:21].CN([CH:25]=[O:26])C. (2) Given the product [CH:24]([N:20]([P:19]([N:15]([CH:12]([CH3:14])[CH3:13])[CH:16]([CH3:17])[CH3:18])[Cl:2])[CH:21]([CH3:23])[CH3:22])([CH3:26])[CH3:25], predict the reactants needed to synthesize it. The reactants are: P(Cl)(Cl)[Cl:2].C(NC(C)C)(C)C.[CH:12]([N:15]([PH:19][N:20]([CH:24]([CH3:26])[CH3:25])[CH:21]([CH3:23])[CH3:22])[CH:16]([CH3:18])[CH3:17])([CH3:14])[CH3:13].C(O)C. (3) The reactants are: Cl.[NH2:2][CH2:3][CH:4]([C:11]1[C:20]2[C:15](=[CH:16][CH:17]=[C:18]([O:21][CH3:22])[CH:19]=2)[CH:14]=[CH:13][CH:12]=1)[CH2:5][NH:6][C:7](=[O:10])[CH2:8][CH3:9].[S:23](Cl)([CH3:26])(=[O:25])=[O:24]. Given the product [CH3:22][O:21][C:18]1[CH:19]=[C:20]2[C:15]([CH:14]=[CH:13][CH:12]=[C:11]2[CH:4]([CH2:3][NH:2][S:23]([CH3:26])(=[O:25])=[O:24])[CH2:5][NH:6][C:7](=[O:10])[CH2:8][CH3:9])=[CH:16][CH:17]=1, predict the reactants needed to synthesize it. (4) Given the product [CH:1]1([CH2:6][O:7][C:8]2[C:13]([S:14][C:15]3[CH:16]=[C:17]([CH:18]=[CH:19][CH:20]=3)[NH2:21])=[CH:12][N:11]=[C:10]([N:25]3[CH2:30][CH2:29][N:28]([CH3:31])[CH2:27][CH2:26]3)[N:9]=2)[CH2:2][CH2:3][CH2:4][CH2:5]1, predict the reactants needed to synthesize it. The reactants are: [CH:1]1([CH2:6][O:7][C:8]2[C:13]([S:14][C:15]3[CH:16]=[C:17]([NH:21]C(=O)C)[CH:18]=[CH:19][CH:20]=3)=[CH:12][N:11]=[C:10]([N:25]3[CH2:30][CH2:29][N:28]([CH3:31])[CH2:27][CH2:26]3)[N:9]=2)[CH2:5][CH2:4][CH2:3][CH2:2]1.B(F)(F)F.CO.CCN(CC)CC. (5) Given the product [O:32]1[CH2:33][CH2:34][N:29]([C:11]2[C:12]3[N:13]([CH:14]=[C:15]([CH2:17][O:18][C:19]4[CH:28]=[CH:27][C:26]5[C:21](=[CH:22][CH:23]=[CH:24][CH:25]=5)[N:20]=4)[N:16]=3)[C:8]([C:5]3[CH:4]=[CH:3][C:2]([C:45]4[CH2:46][CH2:47][N:42]([C:35]([O:37][C:38]([CH3:41])([CH3:40])[CH3:39])=[O:36])[CH2:43][CH:44]=4)=[N:7][CH:6]=3)=[CH:9][N:10]=2)[CH2:30][CH2:31]1, predict the reactants needed to synthesize it. The reactants are: Cl[C:2]1[N:7]=[CH:6][C:5]([C:8]2[N:13]3[CH:14]=[C:15]([CH2:17][O:18][C:19]4[CH:28]=[CH:27][C:26]5[C:21](=[CH:22][CH:23]=[CH:24][CH:25]=5)[N:20]=4)[N:16]=[C:12]3[C:11]([N:29]3[CH2:34][CH2:33][O:32][CH2:31][CH2:30]3)=[N:10][CH:9]=2)=[CH:4][CH:3]=1.[C:35]([N:42]1[CH2:47][CH:46]=[C:45](B2OC(C)(C)C(C)(C)O2)[CH2:44][CH2:43]1)([O:37][C:38]([CH3:41])([CH3:40])[CH3:39])=[O:36]. (6) Given the product [Cl:1][C:2]1[C:10]([Cl:11])=[CH:9][CH:8]=[CH:7][C:3]=1[C:4]([NH:23][CH2:22][CH:21]([N:16]1[CH2:17][CH2:18][CH2:19][CH2:20][CH:15]1[CH:12]([CH3:14])[CH3:13])[C:24]1[CH:25]=[N:26][C:27]([CH3:30])=[N:28][CH:29]=1)=[O:6], predict the reactants needed to synthesize it. The reactants are: [Cl:1][C:2]1[C:10]([Cl:11])=[CH:9][CH:8]=[CH:7][C:3]=1[C:4]([OH:6])=O.[CH:12]([CH:15]1[CH2:20][CH2:19][CH2:18][CH2:17][N:16]1[CH:21]([C:24]1[CH:25]=[N:26][C:27]([CH3:30])=[N:28][CH:29]=1)[CH2:22][NH2:23])([CH3:14])[CH3:13]. (7) Given the product [NH2:1][C:2]1[C:3]([C:15]2[CH:24]=[CH:23][C:18]([C:19]([OH:21])=[O:20])=[C:17]([F:25])[CH:16]=2)=[N:4][C:5]([C:8]2[CH:9]=[N:10][N:11]([CH2:13][CH3:14])[CH:12]=2)=[CH:6][N:7]=1, predict the reactants needed to synthesize it. The reactants are: [NH2:1][C:2]1[C:3]([C:15]2[CH:24]=[CH:23][C:18]([C:19]([O:21]C)=[O:20])=[C:17]([F:25])[CH:16]=2)=[N:4][C:5]([C:8]2[CH:9]=[N:10][N:11]([CH2:13][CH3:14])[CH:12]=2)=[CH:6][N:7]=1.[Li+].[OH-].Cl.